Dataset: Full USPTO retrosynthesis dataset with 1.9M reactions from patents (1976-2016). Task: Predict the reactants needed to synthesize the given product. (1) Given the product [O:1]1[CH:5]=[CH:4][CH:3]=[C:2]1[C:6]1[C:7]2[CH:23]=[CH:22][CH:21]=[N:20][C:8]=2[N:9]=[C:10]([NH:32][CH3:31])[CH:11]([C:13]2[N:14]([CH3:18])[CH:15]=[CH:16][CH:17]=2)[N:12]=1, predict the reactants needed to synthesize it. The reactants are: [O:1]1[CH:5]=[CH:4][CH:3]=[C:2]1[C:6]1[C:7]2[CH:23]=[CH:22][CH:21]=[N:20][C:8]=2[NH:9][C:10](=O)[CH:11]([C:13]2[N:14]([CH3:18])[CH:15]=[CH:16][CH:17]=2)[N:12]=1.O1C=CC=C1C(=N)C1[C:31](N)=[N:32]C=CC=1.NC(C1N(C)C=CC=1)C(OCC)=O.N12CCCN=C1CCCCC2. (2) The reactants are: [I:1][C:2]1[CH:7]=[CH:6][C:5]([NH:8][NH2:9])=[CH:4][C:3]=1[CH3:10].[C:11]([C:14]1[CH:19]=[CH:18][CH:17]=[CH:16][CH:15]=1)(=O)[CH3:12]. Given the product [I:1][C:2]1[CH:7]=[CH:6][C:5]([NH:8][N:9]=[C:11]([C:14]2[CH:19]=[CH:18][CH:17]=[CH:16][CH:15]=2)[CH3:12])=[CH:4][C:3]=1[CH3:10], predict the reactants needed to synthesize it. (3) Given the product [CH2:1]([O:8][C:9]1[C:10]([C:29]([N:42]([CH2:41][CH2:40][O:39][Si:32]([C:35]([CH3:38])([CH3:37])[CH3:36])([CH3:33])[CH3:34])[C:43]2[CH:48]=[CH:47][CH:46]=[CH:45][CH:44]=2)=[O:30])=[N:11][C:12]([CH2:16][C:17]2([C:22]3[CH:27]=[CH:26][C:25]([Cl:28])=[CH:24][CH:23]=3)[CH2:21][CH2:20][CH2:19][CH2:18]2)=[N:13][C:14]=1[OH:15])[C:2]1[CH:3]=[CH:4][CH:5]=[CH:6][CH:7]=1, predict the reactants needed to synthesize it. The reactants are: [CH2:1]([O:8][C:9]1[C:10]([C:29](O)=[O:30])=[N:11][C:12]([CH2:16][C:17]2([C:22]3[CH:27]=[CH:26][C:25]([Cl:28])=[CH:24][CH:23]=3)[CH2:21][CH2:20][CH2:19][CH2:18]2)=[N:13][C:14]=1[OH:15])[C:2]1[CH:7]=[CH:6][CH:5]=[CH:4][CH:3]=1.[Si:32]([O:39][CH2:40][CH2:41][NH:42][C:43]1[CH:48]=[CH:47][CH:46]=[CH:45][CH:44]=1)([C:35]([CH3:38])([CH3:37])[CH3:36])([CH3:34])[CH3:33].O=P(Cl)(Cl)Cl.C(O)CO.C(=O)=O. (4) The reactants are: [F:1][C:2]1[CH:9]=[CH:8][C:5]([CH:6]=O)=[C:4]([CH3:10])[CH:3]=1.C(O)(=O)[CH2:12][C:13]([OH:15])=[O:14].N1CCCCC1.Cl. Given the product [F:1][C:2]1[CH:9]=[CH:8][C:5](/[CH:6]=[CH:12]/[C:13]([OH:15])=[O:14])=[C:4]([CH3:10])[CH:3]=1, predict the reactants needed to synthesize it.